This data is from Peptide-MHC class I binding affinity with 185,985 pairs from IEDB/IMGT. The task is: Regression. Given a peptide amino acid sequence and an MHC pseudo amino acid sequence, predict their binding affinity value. This is MHC class I binding data. (1) The peptide sequence is MSTYGWNLV. The MHC is HLA-A01:01 with pseudo-sequence HLA-A01:01. The binding affinity (normalized) is 0.164. (2) The peptide sequence is HAVWYVASF. The MHC is HLA-A02:11 with pseudo-sequence HLA-A02:11. The binding affinity (normalized) is 0.0847. (3) The peptide sequence is GEGPGINPI. The MHC is HLA-A24:03 with pseudo-sequence HLA-A24:03. The binding affinity (normalized) is 0.213. (4) The peptide sequence is GMQIRGFVY. The MHC is HLA-B15:09 with pseudo-sequence HLA-B15:09. The binding affinity (normalized) is 0.0847. (5) The peptide sequence is ILQKTERGV. The MHC is HLA-B15:01 with pseudo-sequence HLA-B15:01. The binding affinity (normalized) is 0. (6) The peptide sequence is IQFRLPDGSSF. The MHC is Mamu-B3901 with pseudo-sequence Mamu-B3901. The binding affinity (normalized) is 0.697.